From a dataset of Catalyst prediction with 721,799 reactions and 888 catalyst types from USPTO. Predict which catalyst facilitates the given reaction. (1) Reactant: [O:1]=[C:2]([CH3:16])[CH2:3][C:4]1[CH:5]=[C:6](/[CH:10]=[CH:11]/[C:12]([O:14][CH3:15])=[O:13])[CH:7]=[CH:8][CH:9]=1. Product: [CH3:15][O:14][C:12](=[O:13])[CH2:11][CH2:10][C:6]1[CH:7]=[CH:8][CH:9]=[C:4]([CH2:3][C:2](=[O:1])[CH3:16])[CH:5]=1. The catalyst class is: 63. (2) Reactant: [CH3:1][C:2]1[N:3]=[C:4]2[CH:9]=[CH:8][C:7]([C:10]3[CH:15]=[CH:14][CH:13]=[CH:12][C:11]=3[C:16]([F:19])([F:18])[F:17])=[N:6][N:5]2[C:20]=1C(O)=O.C1(P([NH-:38])(C2C=CC=CC=2)=O)C=CC=CC=1.C(N(CC)CC)C.O. Product: [CH3:1][C:2]1[N:3]=[C:4]2[CH:9]=[CH:8][C:7]([C:10]3[CH:15]=[CH:14][CH:13]=[CH:12][C:11]=3[C:16]([F:19])([F:18])[F:17])=[N:6][N:5]2[C:20]=1[NH2:38]. The catalyst class is: 3. (3) Reactant: [O:1]1[C:5]2([CH2:10][CH2:9][CH:8]([N:11]3[CH:15]=[C:14]([C:16]4[C:24]5[C:19](=[CH:20][C:21]([F:25])=[CH:22][CH:23]=5)[N:18](S(C5C=CC=CC=5)(=O)=O)[CH:17]=4)[CH:13]=[N:12]3)[CH2:7][CH2:6]2)[O:4][CH2:3][CH2:2]1.FC1C=C2C(C(C3C=NN([C@H]4C[C@H](C(O)=O)C4)C=3)=CN2S(C2C=CC=CC=2)(=O)=O)=CC=1.[OH-].[Na+]. Product: [O:1]1[C:5]2([CH2:6][CH2:7][CH:8]([N:11]3[CH:15]=[C:14]([C:16]4[C:24]5[C:19](=[CH:20][C:21]([F:25])=[CH:22][CH:23]=5)[NH:18][CH:17]=4)[CH:13]=[N:12]3)[CH2:9][CH2:10]2)[O:4][CH2:3][CH2:2]1. The catalyst class is: 24. (4) Reactant: C(O)(=O)C.[C:5]([N:8]1[C:17]2[CH:16]=[CH:15][C:14]([NH2:18])=[CH:13][C:12]=2[C:11]2[N:19]([C:25]3[CH:33]=[CH:32][C:28]4[O:29][CH2:30][O:31][C:27]=4[CH:26]=3)[N:20]=[C:21]([C:22]([NH2:24])=[O:23])[C:10]=2[CH2:9]1)(=[O:7])[CH3:6].[Cl:34][C:35]1[N:43]=[CH:42][CH:41]=[CH:40][C:36]=1[C:37](O)=[O:38].CN(C(ON1N=NC2C=CC=NC1=2)=[N+](C)C)C.F[P-](F)(F)(F)(F)F.CCN(C(C)C)C(C)C. Product: [C:5]([N:8]1[C:17]2[CH:16]=[CH:15][C:14]([NH:18][C:37]([C:36]3[C:35]([Cl:34])=[N:43][CH:42]=[CH:41][CH:40]=3)=[O:38])=[CH:13][C:12]=2[C:11]2[N:19]([C:25]3[CH:33]=[CH:32][C:28]4[O:29][CH2:30][O:31][C:27]=4[CH:26]=3)[N:20]=[C:21]([C:22]([NH2:24])=[O:23])[C:10]=2[CH2:9]1)(=[O:7])[CH3:6]. The catalyst class is: 3. (5) Reactant: [Cl:1][C:2]1[CH:7]=[C:6]([OH:8])[C:5]([C:9]2[CH:14]=[CH:13][N:12]=[N:11][CH:10]=2)=[CH:4][C:3]=1[C:15]1[CH:20]=[CH:19][C:18]([F:21])=[CH:17][CH:16]=1.[Cl:22][C:23]1[C:24](F)=[CH:25][C:26]([F:49])=[C:27]([S:29]([N:32]([CH2:38][C:39]2[CH:44]=[CH:43][C:42]([O:45][CH3:46])=[CH:41][C:40]=2[O:47][CH3:48])[C:33]2[S:34][CH:35]=[N:36][N:37]=2)(=[O:31])=[O:30])[CH:28]=1.C(=O)([O-])[O-].[K+].[K+]. Product: [Cl:22][C:23]1[C:24]([O:8][C:6]2[C:5]([C:9]3[CH:14]=[CH:13][N:12]=[N:11][CH:10]=3)=[CH:4][C:3]([C:15]3[CH:20]=[CH:19][C:18]([F:21])=[CH:17][CH:16]=3)=[C:2]([Cl:1])[CH:7]=2)=[CH:25][C:26]([F:49])=[C:27]([S:29]([N:32]([CH2:38][C:39]2[CH:44]=[CH:43][C:42]([O:45][CH3:46])=[CH:41][C:40]=2[O:47][CH3:48])[C:33]2[S:34][CH:35]=[N:36][N:37]=2)(=[O:30])=[O:31])[CH:28]=1. The catalyst class is: 16. (6) Reactant: [CH3:1][C:2]1[CH:9]=[CH:8][C:5]([C:6]#[N:7])=[CH:4][N:3]=1.[Se](=O)=[O:11]. Product: [CH:1]([C:2]1[CH:9]=[CH:8][C:5]([C:6]#[N:7])=[CH:4][N:3]=1)=[O:11]. The catalyst class is: 38. (7) Reactant: C(O)(C(F)(F)F)=O.[C:8]([C:10]1[CH:11]=[C:12]2[C:16](=[CH:17][CH:18]=1)[N:15]([S:19]([C:22]1[CH:27]=[CH:26][C:25]([O:28][CH3:29])=[CH:24][CH:23]=1)(=[O:21])=[O:20])[C:14](=[O:30])[C@@:13]2([NH:40][C:41]([N:43]1[CH2:56][C:45]2([CH2:48][N:47](C(OC(C)(C)C)=O)[CH2:46]2)[CH2:44]1)=[O:42])[C:31]1[C:32]([O:37][CH2:38][CH3:39])=[N:33][CH:34]=[CH:35][CH:36]=1)#[N:9].C([O-])([O-])=O.[K+].[K+]. Product: [C:8]([C:10]1[CH:11]=[C:12]2[C:16](=[CH:17][CH:18]=1)[N:15]([S:19]([C:22]1[CH:23]=[CH:24][C:25]([O:28][CH3:29])=[CH:26][CH:27]=1)(=[O:21])=[O:20])[C:14](=[O:30])[C@@:13]2([NH:40][C:41]([N:43]1[CH2:44][C:45]2([CH2:46][NH:47][CH2:48]2)[CH2:56]1)=[O:42])[C:31]1[C:32]([O:37][CH2:38][CH3:39])=[N:33][CH:34]=[CH:35][CH:36]=1)#[N:9]. The catalyst class is: 2. (8) Reactant: Br[C:2]1[C:10]2[C:5](=[C:6]([O:18][C:19]3[CH:24]=[CH:23][C:22]([S:25]([CH3:28])(=[O:27])=[O:26])=[CH:21][CH:20]=3)[CH:7]=[C:8]([C:11]3[C:16]([Cl:17])=[CH:15][CH:14]=[CH:13][N:12]=3)[CH:9]=2)[N:4]([CH3:29])[N:3]=1.[NH2:30][C:31]1[CH:36]=[N:35][CH:34]=[CH:33][N:32]=1.C1(P(C2C=CC=CC=2)C2C3OC4C(=CC=CC=4P(C4C=CC=CC=4)C4C=CC=CC=4)C(C)(C)C=3C=CC=2)C=CC=CC=1.C(=O)([O-])[O-].[Cs+].[Cs+]. Product: [Cl:17][C:16]1[C:11]([C:8]2[CH:9]=[C:10]3[C:5](=[C:6]([O:18][C:19]4[CH:24]=[CH:23][C:22]([S:25]([CH3:28])(=[O:27])=[O:26])=[CH:21][CH:20]=4)[CH:7]=2)[N:4]([CH3:29])[N:3]=[C:2]3[NH:30][C:31]2[CH:36]=[N:35][CH:34]=[CH:33][N:32]=2)=[N:12][CH:13]=[CH:14][CH:15]=1. The catalyst class is: 62. (9) The catalyst class is: 26. Product: [F:1][C:2]([F:16])([F:15])[C:3]1[CH:4]=[C:5]([CH:8]=[C:9]([C:11]([F:14])([F:13])[F:12])[CH:10]=1)[CH2:6][NH:19][CH2:17][CH3:18]. Reactant: [F:1][C:2]([F:16])([F:15])[C:3]1[CH:4]=[C:5]([CH:8]=[C:9]([C:11]([F:14])([F:13])[F:12])[CH:10]=1)[CH:6]=O.[CH2:17]([NH2:19])[CH3:18].C(O)(=O)C.C(=O)(O)[O-].[Na+]. (10) Product: [F:10][C:11]1[CH:24]=[CH:23][CH:22]=[CH:21][C:12]=1[C@@H:13]([NH:14][S@:15]([C:17]([CH3:20])([CH3:19])[CH3:18])=[O:16])[CH2:1][CH:2]([CH3:4])[CH3:3]. Reactant: [CH2:1]([Mg]Br)[CH:2]([CH3:4])[CH3:3].C[Zn]C.[F:10][C:11]1[CH:24]=[CH:23][CH:22]=[CH:21][C:12]=1/[CH:13]=[N:14]/[S@@:15]([C:17]([CH3:20])([CH3:19])[CH3:18])=[O:16]. The catalyst class is: 1.